Dataset: Peptide-MHC class II binding affinity with 134,281 pairs from IEDB. Task: Regression. Given a peptide amino acid sequence and an MHC pseudo amino acid sequence, predict their binding affinity value. This is MHC class II binding data. (1) The peptide sequence is EKKYFAATQTEPLAA. The MHC is HLA-DQA10101-DQB10501 with pseudo-sequence HLA-DQA10101-DQB10501. The binding affinity (normalized) is 0.151. (2) The peptide sequence is GVLQTFMRMAWGGSY. The MHC is DRB1_1302 with pseudo-sequence DRB1_1302. The binding affinity (normalized) is 0.349. (3) The peptide sequence is HDDKETSFIRNCARK. The MHC is DRB1_0101 with pseudo-sequence DRB1_0101. The binding affinity (normalized) is 0.441. (4) The binding affinity (normalized) is 0.186. The MHC is DRB4_0101 with pseudo-sequence DRB4_0103. The peptide sequence is YWTIVKPGDILLINS. (5) The peptide sequence is FVAGAKYMVIQGEPG. The MHC is HLA-DQA10501-DQB10201 with pseudo-sequence HLA-DQA10501-DQB10201. The binding affinity (normalized) is 0.237. (6) The binding affinity (normalized) is 0.755. The peptide sequence is AATQARAAAAAFEAA. The MHC is HLA-DPA10103-DPB10301 with pseudo-sequence HLA-DPA10103-DPB10301. (7) The peptide sequence is KYMVIQGEPGRVIRG. The MHC is DRB1_1501 with pseudo-sequence DRB1_1501. The binding affinity (normalized) is 0.710. (8) The peptide sequence is LAQEAGNFERISGDL. The MHC is DRB1_1101 with pseudo-sequence DRB1_1101. The binding affinity (normalized) is 0.0173. (9) The peptide sequence is PLALKEFKDFAAGRK. The MHC is DRB1_0301 with pseudo-sequence DRB1_0301. The binding affinity (normalized) is 0.224. (10) The peptide sequence is SRVLNYDFNKLTALA. The MHC is DRB1_0101 with pseudo-sequence DRB1_0101. The binding affinity (normalized) is 0.868.